The task is: Predict the product of the given reaction.. This data is from Forward reaction prediction with 1.9M reactions from USPTO patents (1976-2016). (1) Given the reactants Br[C:2]1[C:3]([O:12][CH3:13])=[CH:4][C:5]([O:10][CH3:11])=[C:6]([CH:9]=1)[CH:7]=[O:8].[S:14]1[CH:18]=[CH:17][CH:16]=[C:15]1B(O)O, predict the reaction product. The product is: [CH3:11][O:10][C:5]1[CH:4]=[C:3]([O:12][CH3:13])[C:2]([C:15]2[S:14][CH:18]=[CH:17][CH:16]=2)=[CH:9][C:6]=1[CH:7]=[O:8]. (2) Given the reactants Br[C:2]1[C:3]2[NH:10][CH:9]=[N:8][C:4]=2[CH:5]=[N:6][CH:7]=1.[NH4+].[OH-].[CH3:13][N:14](C=O)C, predict the reaction product. The product is: [N:10]1[C:3]2[C:2]([C:13]#[N:14])=[CH:7][N:6]=[CH:5][C:4]=2[NH:8][CH:9]=1. (3) Given the reactants [Br:1][C:2]1[CH:12]=[CH:11][C:5]([CH:6]=[CH:7][C:8]([OH:10])=[O:9])=[CH:4][CH:3]=1.[Cl-].[NH4+], predict the reaction product. The product is: [Br:1][C:2]1[CH:3]=[CH:4][C:5]([CH2:6][CH2:7][C:8]([OH:10])=[O:9])=[CH:11][CH:12]=1.